Dataset: Acute oral toxicity (LD50) regression data from Zhu et al.. Task: Regression/Classification. Given a drug SMILES string, predict its toxicity properties. Task type varies by dataset: regression for continuous values (e.g., LD50, hERG inhibition percentage) or binary classification for toxic/non-toxic outcomes (e.g., AMES mutagenicity, cardiotoxicity, hepatotoxicity). Dataset: ld50_zhu. (1) The drug is CON=C(Cc1cccnc1)c1ccc(Cl)cc1Cl. The rat oral LD50 is 2.24, given as -log10 of the dose in mol/kg body weight (higher means more acutely toxic). (2) The compound is COC(C)CCOC(C)=O. The rat oral LD50 is 1.54, given as -log10 of the dose in mol/kg body weight (higher means more acutely toxic). (3) The molecule is C=Cc1ccccc1Cl. The rat oral LD50 is 1.53, given as -log10 of the dose in mol/kg body weight (higher means more acutely toxic). (4) The compound is c1ccc(-n2cnnc2)cc1. The rat oral LD50 is 3.04, given as -log10 of the dose in mol/kg body weight (higher means more acutely toxic).